From a dataset of Reaction yield outcomes from USPTO patents with 853,638 reactions. Predict the reaction yield, written as a fraction of the theoretical maximum amount of product (1.0 means a 100% yield; for example, 0.34 means a 34% yield). The reactants are [C:1]([C:3]1[N:11]=[CH:10][C:9]2[N:8](COCC[Si](C)(C)C)[C:7]3[N:20]=[CH:21][CH:22]=[C:23]([N:24]4[CH2:29][CH2:28][CH2:27][C@H:26]([N:30]([CH2:38][CH3:39])C(=O)OC(C)(C)C)[CH2:25]4)[C:6]=3[C:5]=2[CH:4]=1)#[N:2].Br.[OH-].[Na+].Cl. The catalyst is O1CCOCC1. The product is [CH2:38]([NH:30][C@H:26]1[CH2:27][CH2:28][CH2:29][N:24]([C:23]2[C:6]3[C:5]4[CH:4]=[C:3]([C:1]#[N:2])[N:11]=[CH:10][C:9]=4[NH:8][C:7]=3[N:20]=[CH:21][CH:22]=2)[CH2:25]1)[CH3:39]. The yield is 0.400.